Regression. Given two drug SMILES strings and cell line genomic features, predict the synergy score measuring deviation from expected non-interaction effect. From a dataset of NCI-60 drug combinations with 297,098 pairs across 59 cell lines. (1) Drug 1: CC1=CC=C(C=C1)C2=CC(=NN2C3=CC=C(C=C3)S(=O)(=O)N)C(F)(F)F. Drug 2: CCC1(CC2CC(C3=C(CCN(C2)C1)C4=CC=CC=C4N3)(C5=C(C=C6C(=C5)C78CCN9C7C(C=CC9)(C(C(C8N6C=O)(C(=O)OC)O)OC(=O)C)CC)OC)C(=O)OC)O.OS(=O)(=O)O. Cell line: KM12. Synergy scores: CSS=13.4, Synergy_ZIP=7.83, Synergy_Bliss=14.2, Synergy_Loewe=-10.2, Synergy_HSA=5.75. (2) Drug 1: CC1=C2C(C(=O)C3(C(CC4C(C3C(C(C2(C)C)(CC1OC(=O)C(C(C5=CC=CC=C5)NC(=O)OC(C)(C)C)O)O)OC(=O)C6=CC=CC=C6)(CO4)OC(=O)C)OC)C)OC. Drug 2: COC1=CC(=CC(=C1O)OC)C2C3C(COC3=O)C(C4=CC5=C(C=C24)OCO5)OC6C(C(C7C(O6)COC(O7)C8=CC=CS8)O)O. Cell line: SK-MEL-28. Synergy scores: CSS=39.8, Synergy_ZIP=-7.47, Synergy_Bliss=-7.67, Synergy_Loewe=-7.09, Synergy_HSA=-2.02.